Task: Predict the reaction yield, written as a fraction of the theoretical maximum amount of product (1.0 means a 100% yield; for example, 0.34 means a 34% yield).. Dataset: Reaction yield outcomes from USPTO patents with 853,638 reactions (1) The reactants are [CH2:1]([O:3][C:4](=[O:27])[CH2:5][C:6]1[C:14]2[C:9](=[CH:10][C:11](Br)=[CH:12][CH:13]=2)[N:8]([CH2:16][C:17]2[C:18]3[CH:25]=[C:24]([Cl:26])[CH:23]=[CH:22][C:19]=3[S:20][CH:21]=2)[CH:7]=1)[CH3:2].[F:28][C:29]1[CH:34]=[CH:33][C:32](B(O)O)=[CH:31][CH:30]=1.C(=O)([O-])[O-].[Cs+].[Cs+]. The catalyst is CCO.C1(C)C=CC=CC=1.C1C=CC([P]([Pd]([P](C2C=CC=CC=2)(C2C=CC=CC=2)C2C=CC=CC=2)([P](C2C=CC=CC=2)(C2C=CC=CC=2)C2C=CC=CC=2)[P](C2C=CC=CC=2)(C2C=CC=CC=2)C2C=CC=CC=2)(C2C=CC=CC=2)C2C=CC=CC=2)=CC=1.C1C=CC([P]([Pd]([P](C2C=CC=CC=2)(C2C=CC=CC=2)C2C=CC=CC=2)([P](C2C=CC=CC=2)(C2C=CC=CC=2)C2C=CC=CC=2)[P](C2C=CC=CC=2)(C2C=CC=CC=2)C2C=CC=CC=2)(C2C=CC=CC=2)C2C=CC=CC=2)=CC=1. The product is [CH2:1]([O:3][C:4](=[O:27])[CH2:5][C:6]1[C:14]2[C:9](=[CH:10][C:11]([C:32]3[CH:33]=[CH:34][C:29]([F:28])=[CH:30][CH:31]=3)=[CH:12][CH:13]=2)[N:8]([CH2:16][C:17]2[C:18]3[CH:25]=[C:24]([Cl:26])[CH:23]=[CH:22][C:19]=3[S:20][CH:21]=2)[CH:7]=1)[CH3:2]. The yield is 0.370. (2) The product is [CH3:21][S:18]([C:15]1[CH:14]=[CH:13][C:12]([N:11]2[CH2:29][C:30]([OH:35])([C:31]([F:34])([F:33])[F:32])[N:22]=[C:10]2[C:5]2[CH:6]=[CH:7][C:8]3[O:9][CH2:1][O:2][C:3]=3[CH:4]=2)=[CH:17][CH:16]=1)(=[O:19])=[O:20]. The yield is 0.470. The reactants are [CH2:1]1[O:9][C:8]2[CH:7]=[CH:6][C:5]([C:10](=[NH:22])[NH:11][C:12]3[CH:17]=[CH:16][C:15]([S:18]([CH3:21])(=[O:20])=[O:19])=[CH:14][CH:13]=3)=[CH:4][C:3]=2[O:2]1.C(=O)(O)[O-].[Na+].Br[CH2:29][C:30](=[O:35])[C:31]([F:34])([F:33])[F:32]. The catalyst is C(O)(C)C. (3) The reactants are Cl[C:2]1[CH:3]=[C:4]([OH:12])[CH:5]=[N:6][C:7]=1[O:8][CH:9]([CH3:11])[CH3:10].C([O-])=O.[NH4+]. The catalyst is C(O)C.[Pd]. The product is [CH:9]([O:8][C:7]1[N:6]=[CH:5][C:4]([OH:12])=[CH:3][CH:2]=1)([CH3:11])[CH3:10]. The yield is 0.970. (4) The reactants are [C:1](O[BH-](OC(=O)C)OC(=O)C)(=O)C.[Na+].[NH:15]1[CH2:20][CH2:19][CH:18]([C:21]2[N:26]=[CH:25][C:24]([C:27]([O:29][CH3:30])=[O:28])=[CH:23][N:22]=2)[CH2:17][CH2:16]1.C=O.C(O)(=O)C. The catalyst is CO. The product is [CH3:1][N:15]1[CH2:20][CH2:19][CH:18]([C:21]2[N:22]=[CH:23][C:24]([C:27]([O:29][CH3:30])=[O:28])=[CH:25][N:26]=2)[CH2:17][CH2:16]1. The yield is 0.940. (5) The reactants are [C:1]([O:5][C:6]([NH:8][C:9]1[CH:14]=[CH:13][C:12]([N+:15]([O-])=O)=[CH:11][N:10]=1)=[O:7])([CH3:4])([CH3:3])[CH3:2]. The catalyst is CO.C(OCC)(=O)C.[Pd]. The product is [NH2:15][C:12]1[CH:13]=[CH:14][C:9]([NH:8][C:6]([O:5][C:1]([CH3:4])([CH3:3])[CH3:2])=[O:7])=[N:10][CH:11]=1. The yield is 0.970. (6) The reactants are Cl.[N:2]1([NH2:8])[CH2:7][CH2:6][CH2:5][CH2:4][CH2:3]1.C[Al](C)C.[Cl:13][C:14]1[CH:19]=[CH:18][C:17]([C:20]2[N:21]=[C:22]([CH2:38][N:39]3[N:43]=[N:42][C:41]([CH3:44])=[N:40]3)[C:23]([C:33](OCC)=[O:34])=[N:24][C:25]=2[C:26]2[CH:31]=[CH:30][C:29]([Cl:32])=[CH:28][CH:27]=2)=[CH:16][CH:15]=1. The catalyst is ClCCl. The product is [Cl:13][C:14]1[CH:15]=[CH:16][C:17]([C:20]2[N:21]=[C:22]([CH2:38][N:39]3[N:43]=[N:42][C:41]([CH3:44])=[N:40]3)[C:23]([C:33]([NH:8][N:2]3[CH2:7][CH2:6][CH2:5][CH2:4][CH2:3]3)=[O:34])=[N:24][C:25]=2[C:26]2[CH:27]=[CH:28][C:29]([Cl:32])=[CH:30][CH:31]=2)=[CH:18][CH:19]=1. The yield is 0.870. (7) The reactants are [CH3:1][O:2][C:3](=[O:15])/[CH:4]=[CH:5]/[C:6]1[CH:14]=[CH:13][C:11]([OH:12])=[C:8]([O:9][CH3:10])[CH:7]=1.C(=O)([O-])[O-].[K+].[K+]. The catalyst is CC(=O)CC. The product is [CH3:1][O:2][C:3](=[O:15])/[CH:4]=[CH:5]/[C:6]1[CH:14]=[CH:13][C:11]([O:12][CH2:3][CH2:4][CH2:5][CH3:6])=[C:8]([O:9][CH3:10])[CH:7]=1. The yield is 0.920. (8) The reactants are [F:1][C:2]([F:24])([F:23])[CH:3]([C:14]1[CH:19]=[C:18]([Cl:20])[C:17]([Cl:21])=[C:16]([Cl:22])[CH:15]=1)/[CH:4]=[CH:5]/[C:6]1[CH:11]=[CH:10][C:9]([O:12][NH2:13])=[CH:8][CH:7]=1.CCN=C=NCCCN(C)C.Cl.C1C=CC2N(O)N=NC=2C=1.CCN(C(C)C)C(C)C.[CH:56]1([C:59](O)=[O:60])[CH2:58][CH2:57]1. The catalyst is C(Cl)Cl.O. The product is [F:24][C:2]([F:1])([F:23])[CH:3]([C:14]1[CH:15]=[C:16]([Cl:22])[C:17]([Cl:21])=[C:18]([Cl:20])[CH:19]=1)/[CH:4]=[CH:5]/[C:6]1[CH:11]=[CH:10][C:9]([O:12][NH:13][C:59]([CH:56]2[CH2:58][CH2:57]2)=[O:60])=[CH:8][CH:7]=1. The yield is 0.340. (9) The reactants are [CH2:1]([O:4][C:5]1([CH3:32])[CH2:10][CH2:9][N:8]([C:11]2[N:16]3[CH:17]=[C:18]([C:20]([O:22][CH2:23][CH3:24])=[O:21])[N:19]=[C:15]3[CH:14]=[C:13]([CH3:25])[C:12]=2[C:26](=[O:31])[C:27]([O:29][CH3:30])=[O:28])[CH2:7][CH2:6]1)[CH:2]=[CH2:3].CB1N2CCC[C@@H]2C(C2C=CC=CC=2)(C2C=CC=CC=2)O1.C1(C)C=CC=CC=1.C(#N)C.C(=O)=O. The yield is 1.00. The catalyst is C1(C)C=CC=CC=1.CCOC(C)=O.C([O-])(O)=O.[Na+]. The product is [CH2:1]([O:4][C:5]1([CH3:32])[CH2:6][CH2:7][N:8]([C:11]2[N:16]3[CH:17]=[C:18]([C:20]([O:22][CH2:23][CH3:24])=[O:21])[N:19]=[C:15]3[CH:14]=[C:13]([CH3:25])[C:12]=2[C@H:26]([OH:31])[C:27]([O:29][CH3:30])=[O:28])[CH2:9][CH2:10]1)[CH:2]=[CH2:3].